This data is from Reaction yield outcomes from USPTO patents with 853,638 reactions. The task is: Predict the reaction yield, written as a fraction of the theoretical maximum amount of product (1.0 means a 100% yield; for example, 0.34 means a 34% yield). (1) The reactants are [H-].[Na+].[F:3][C:4]1[CH:9]=[CH:8][CH:7]=[CH:6][C:5]=1O.Cl[C:12]1[CH:17]=[CH:16][C:15]([C:18]2[S:19][C:20]3[N:21]=[CH:22][N:23]=[CH:24][C:25]=3[N:26]=2)=[CH:14][C:13]=1[C:27]#[N:28].O.C[S:31](C)=O. No catalyst specified. The product is [C:27]([C:13]1[CH:14]=[C:15]([C:18]2[S:19][C:20]3[N:21]=[CH:22][N:23]=[CH:24][C:25]=3[N:26]=2)[CH:16]=[CH:17][C:12]=1[S:31][C:5]1[CH:6]=[CH:7][CH:8]=[CH:9][C:4]=1[F:3])#[N:28]. The yield is 0.770. (2) The reactants are Br[C:2]1[CH:3]=[CH:4][C:5]([F:29])=[C:6]([C@:8]2([CH2:27][F:28])[CH2:13][C@@H:12]([C:14]([F:17])([F:16])[F:15])[O:11][C:10]([NH:18][C:19](=[O:26])[C:20]3[CH:25]=[CH:24][CH:23]=[CH:22][CH:21]=3)=[N:9]2)[CH:7]=1.CC1(C)C2C(=C(P(C3C=CC=CC=3)C3C=CC=CC=3)C=CC=2)OC2C(P(C3C=CC=CC=3)C3C=CC=CC=3)=CC=CC1=2.[C:72](=O)([O-:74])[O-:73].[K+].[K+].O. The catalyst is CN(C=O)C.CC(C)([P](C(C)(C)C)([Pd][P](C(C)(C)C)(C(C)(C)C)C(C)(C)C)C(C)(C)C)C. The product is [C:19]([NH:18][C:10]1[O:11][C@H:12]([C:14]([F:16])([F:17])[F:15])[CH2:13][C@:8]([C:6]2[CH:7]=[C:2]([CH:3]=[CH:4][C:5]=2[F:29])[C:72]([OH:74])=[O:73])([CH2:27][F:28])[N:9]=1)(=[O:26])[C:20]1[CH:21]=[CH:22][CH:23]=[CH:24][CH:25]=1. The yield is 0.214.